This data is from PAMPA permeability data for FDA-approved drugs from NCATS. The task is: Regression/Classification. Given a drug SMILES string, predict its absorption, distribution, metabolism, or excretion properties. Task type varies by dataset: regression for continuous measurements (e.g., permeability, clearance, half-life) or binary classification for categorical outcomes (e.g., BBB penetration, CYP inhibition). Dataset: approved_pampa_ncats. The molecule is CCC1=NC=CC(=C1)C(=S)N. The result is 1 (high permeability).